Dataset: Retrosynthesis with 50K atom-mapped reactions and 10 reaction types from USPTO. Task: Predict the reactants needed to synthesize the given product. (1) Given the product CCCCCC1CCC2c3ccc(OCC)c(F)c3OC2C1, predict the reactants needed to synthesize it. The reactants are: CCCC=CC1CCC2c3ccc(OCC)c(F)c3OC2C1. (2) Given the product CCOC(=O)c1sc(C)nc1-c1ccc(C)cc1, predict the reactants needed to synthesize it. The reactants are: CC(N)=S.CCOC(=O)C(Br)C(=O)c1ccc(C)cc1. (3) The reactants are: Cc1cc([N+](=O)[O-])ccc1N1CCCCC1=O. Given the product Cc1cc(N)ccc1N1CCCCC1=O, predict the reactants needed to synthesize it. (4) Given the product COC(=O)Nc1ccc(OCc2nc3ccc(OC)cc3s2)cc1C, predict the reactants needed to synthesize it. The reactants are: COC(=O)Nc1ccc(O)cc1C.COc1ccc2nc(CBr)sc2c1. (5) Given the product CC(C)(C)OC(=O)NC1(C(=O)NCC(=O)C(C)(C)C)CC1, predict the reactants needed to synthesize it. The reactants are: CC(C)(C)C(=O)CN.CC(C)(C)OC(=O)NC1(C(=O)O)CC1. (6) Given the product COC(=O)CCCN(C(=O)c1cc(Cl)cc(OCCNc2ccncc2)c1)c1ccccc1C(N)=O, predict the reactants needed to synthesize it. The reactants are: COC(=O)CCCN(C(=O)c1cc(Cl)cc(OCCN(C(=O)OC(C)(C)C)c2ccncc2)c1)c1ccccc1C(N)=O. (7) Given the product O=C(O)c1ccc(N=C2NC(=O)C(Cc3cccc(C(F)(F)F)c3)S2)cc1, predict the reactants needed to synthesize it. The reactants are: CCOC(=O)c1ccc(N=C2NC(=O)C(Cc3cccc(C(F)(F)F)c3)S2)cc1. (8) Given the product CC(C)(C)OC(=O)CN1CC(c2ccco2)SCC(N2C(=O)c3ccccc3C2=O)C1=O, predict the reactants needed to synthesize it. The reactants are: CC(C)(C)OC(=O)CBr.O=C1NCC(c2ccco2)SCC1N1C(=O)c2ccccc2C1=O.